The task is: Regression. Given a peptide amino acid sequence and an MHC pseudo amino acid sequence, predict their binding affinity value. This is MHC class II binding data.. This data is from Peptide-MHC class II binding affinity with 134,281 pairs from IEDB. (1) The peptide sequence is AGWDTVLQSITTILA. The binding affinity (normalized) is 0.483. The MHC is HLA-DQA10201-DQB10202 with pseudo-sequence HLA-DQA10201-DQB10202. (2) The peptide sequence is VEDEARRMWASAQNI. The MHC is DRB1_0701 with pseudo-sequence DRB1_0701. The binding affinity (normalized) is 0.450. (3) The peptide sequence is AAATAGTTVVGAFAA. The MHC is HLA-DQA10501-DQB10301 with pseudo-sequence HLA-DQA10501-DQB10301. The binding affinity (normalized) is 0.743.